Dataset: Catalyst prediction with 721,799 reactions and 888 catalyst types from USPTO. Task: Predict which catalyst facilitates the given reaction. (1) Reactant: [CH3:1][O:2][C:3]([C:5]1[CH:14]=[C:13]([C:15]2[CH:20]=[CH:19][CH:18]=[C:17]([Cl:21])[CH:16]=2)[C:8]2[N:9]=[C:10]([NH2:12])[O:11][C:7]=2[CH:6]=1)=[O:4].[CH3:22][C:23]([O:26][C:27](O[C:27]([O:26][C:23]([CH3:25])([CH3:24])[CH3:22])=[O:28])=[O:28])([CH3:25])[CH3:24]. Product: [C:23]([O:26][C:27]([NH:12][C:10]1[O:11][C:7]2[CH:6]=[C:5]([C:3]([O:2][CH3:1])=[O:4])[CH:14]=[C:13]([C:15]3[CH:20]=[CH:19][CH:18]=[C:17]([Cl:21])[CH:16]=3)[C:8]=2[N:9]=1)=[O:28])([CH3:25])([CH3:24])[CH3:22]. The catalyst class is: 64. (2) The catalyst class is: 1. Product: [CH2:1]([O:3][CH2:4][N:5]1[CH:9]=[C:8]([CH2:10][O:11][Si:12]([CH2:13][CH3:14])([CH2:17][CH3:18])[CH2:15][CH3:16])[N:7]=[C:6]1[C:27](=[O:29])[CH3:28])[CH3:2]. Reactant: [CH2:1]([O:3][CH2:4][N:5]1[CH:9]=[C:8]([CH2:10][O:11][Si:12]([CH2:17][CH3:18])([CH2:15][CH3:16])[CH2:13][CH3:14])[N:7]=[CH:6]1)[CH3:2].C([Li])CCC.CON(C)[C:27](=[O:29])[CH3:28].[Cl-].[NH4+].